This data is from Full USPTO retrosynthesis dataset with 1.9M reactions from patents (1976-2016). The task is: Predict the reactants needed to synthesize the given product. (1) Given the product [Br:1][C:2]1[CH:3]=[CH:4][C:5]([CH2:6][N:7]([C:23]2[CH:24]=[CH:25][C:26]([OH:33])=[C:27]([CH:32]=2)[C:28]([OH:30])=[O:29])[C:8](=[O:22])[C:9]2[CH:14]=[CH:13][C:12]([O:15][C:16]3[CH:21]=[CH:20][CH:19]=[CH:18][CH:17]=3)=[CH:11][CH:10]=2)=[CH:34][CH:35]=1, predict the reactants needed to synthesize it. The reactants are: [Br:1][C:2]1[CH:35]=[CH:34][C:5]([CH2:6][N:7]([C:23]2[CH:24]=[CH:25][C:26]([OH:33])=[C:27]([CH:32]=2)[C:28]([O:30]C)=[O:29])[C:8](=[O:22])[C:9]2[CH:14]=[CH:13][C:12]([O:15][C:16]3[CH:21]=[CH:20][CH:19]=[CH:18][CH:17]=3)=[CH:11][CH:10]=2)=[CH:4][CH:3]=1. (2) The reactants are: Cl[C:2]1[C:7]([CH3:8])=[C:6]([N:9]([CH2:13][CH2:14][CH3:15])[CH2:10][CH2:11][CH3:12])[N:5]2[N:16]=[CH:17][CH:18]=[C:4]2[N:3]=1.[Cl:19][C:20]1[CH:21]=[C:22]([CH3:27])[C:23]([OH:26])=[CH:24][CH:25]=1.C(=O)([O-])[O-].[Cs+].[Cs+]. Given the product [Cl:19][C:20]1[CH:25]=[CH:24][C:23]([O:26][C:2]2[C:7]([CH3:8])=[C:6]([N:9]([CH2:13][CH2:14][CH3:15])[CH2:10][CH2:11][CH3:12])[N:5]3[N:16]=[CH:17][CH:18]=[C:4]3[N:3]=2)=[C:22]([CH3:27])[CH:21]=1, predict the reactants needed to synthesize it. (3) Given the product [Cl:1][C:2]1[CH:3]=[C:4]([C:12]2[S:13][C:14]([C:17]3[C:18]([O:34][CH3:35])=[C:19]([CH2:24][CH2:25][N:26]4[CH2:29][CH:28]([C:30]([OH:32])=[O:31])[CH2:27]4)[CH:20]=[C:21]([F:23])[CH:22]=3)=[CH:15][N:16]=2)[CH:5]=[CH:6][C:7]=1[O:8][CH:9]([CH3:10])[CH3:11], predict the reactants needed to synthesize it. The reactants are: [Cl:1][C:2]1[CH:3]=[C:4]([C:12]2[S:13][C:14]([C:17]3[C:18]([O:34][CH3:35])=[C:19]([CH2:24][CH2:25][N:26]4[CH2:29][CH:28]([C:30]([O:32]C)=[O:31])[CH2:27]4)[CH:20]=[C:21]([F:23])[CH:22]=3)=[CH:15][N:16]=2)[CH:5]=[CH:6][C:7]=1[O:8][CH:9]([CH3:11])[CH3:10].[OH-].[Na+]. (4) Given the product [CH:1]1([C:7]2[C:8]3[CH:9]=[CH:10][C:11]([C:29]([O:31][CH3:32])=[O:30])=[CH:12][C:13]=3[N:14]3[CH2:20][CH:19]([CH2:21][OH:22])[CH2:18][C:17]4[CH:25]=[CH:26][CH:27]=[CH:28][C:16]=4[C:15]=23)[CH2:2][CH2:3][CH2:4][CH2:5][CH2:6]1, predict the reactants needed to synthesize it. The reactants are: [CH:1]1([C:7]2[C:8]3[CH:9]=[CH:10][C:11]([C:29]([O:31][CH3:32])=[O:30])=[CH:12][C:13]=3[N:14]3[CH2:20][CH:19]([C:21](OC)=[O:22])[CH2:18][C:17]4[CH:25]=[CH:26][CH:27]=[CH:28][C:16]=4[C:15]=23)[CH2:6][CH2:5][CH2:4][CH2:3][CH2:2]1.[Li+].[BH4-].O.Cl. (5) The reactants are: [F:1][C:2]1[CH:3]=[C:4]([CH:7]=[CH:8][C:9]=1[OH:10])[CH:5]=[O:6].[Cl:11][C:12]1[CH:13]=[C:14]([CH:17]=[CH:18][C:19]=1[Cl:20])[CH2:15]O.C1(P(C2C=CC=CC=2)C2C=CC=CC=2)C=CC=CC=1.C1(C)C=CC=CC=1.N(C(OCC)=O)=NC(OCC)=O. Given the product [Cl:11][C:12]1[CH:13]=[C:14]([CH:17]=[CH:18][C:19]=1[Cl:20])[CH2:15][O:10][C:9]1[CH:8]=[CH:7][C:4]([CH:5]=[O:6])=[CH:3][C:2]=1[F:1], predict the reactants needed to synthesize it. (6) Given the product [F:10][C:11]([F:22])([F:21])[C:12]([N:8]1[C@H:5]2[CH2:6][CH2:7][C@@H:1]1[CH2:2][C:3](=[O:9])[CH2:4]2)=[O:13], predict the reactants needed to synthesize it. The reactants are: [C@H:1]12[NH:8][C@H:5]([CH2:6][CH2:7]1)[CH2:4][C:3](=[O:9])[CH2:2]2.[F:10][C:11]([F:22])([F:21])[C:12](O[C:12](=[O:13])[C:11]([F:22])([F:21])[F:10])=[O:13]. (7) Given the product [OH:1][C:2]1([C:20]([F:22])([F:21])[F:19])[CH2:8][CH2:7][CH2:6][N:5]([C:9]([O:11][CH2:12][C:13]2[CH:14]=[CH:15][CH:16]=[CH:17][CH:18]=2)=[O:10])[CH2:4][CH2:3]1, predict the reactants needed to synthesize it. The reactants are: [O:1]=[C:2]1[CH2:8][CH2:7][CH2:6][N:5]([C:9]([O:11][CH2:12][C:13]2[CH:18]=[CH:17][CH:16]=[CH:15][CH:14]=2)=[O:10])[CH2:4][CH2:3]1.[F:19][C:20]([Si](C)(C)C)([F:22])[F:21]. (8) Given the product [N+:13]([C:16]1[CH:17]=[C:18]([CH:30]=[CH:31][CH:32]=1)[CH2:19][NH:20][C:21]([C@H:23]1[CH2:24][CH2:25][C@@H:26]([NH:29][C:2]2[N:7]=[C:6]([N:8]([CH3:10])[CH3:9])[C:5]([CH3:11])=[CH:4][N:3]=2)[CH2:27][CH2:28]1)=[O:22])([O-:15])=[O:14], predict the reactants needed to synthesize it. The reactants are: Cl[C:2]1[N:7]=[C:6]([N:8]([CH3:10])[CH3:9])[C:5]([CH3:11])=[CH:4][N:3]=1.Cl.[N+:13]([C:16]1[CH:17]=[C:18]([CH:30]=[CH:31][CH:32]=1)[CH2:19][NH:20][C:21]([C@H:23]1[CH2:28][CH2:27][C@@H:26]([NH2:29])[CH2:25][CH2:24]1)=[O:22])([O-:15])=[O:14].